From a dataset of Reaction yield outcomes from USPTO patents with 853,638 reactions. Predict the reaction yield, written as a fraction of the theoretical maximum amount of product (1.0 means a 100% yield; for example, 0.34 means a 34% yield). (1) The reactants are [CH3:1][O:2][C:3]1[CH:4]=[C:5]([N:12]2[CH2:17][CH2:16][CH:15]([N:18]3[CH2:23][CH2:22][NH:21][CH2:20][CH2:19]3)[CH2:14][CH2:13]2)[CH:6]=[CH:7][C:8]=1[N+:9]([O-:11])=[O:10].I[CH2:25][CH2:26][F:27]. The catalyst is O1CCCC1. The product is [F:27][CH2:26][CH2:25][N:21]1[CH2:20][CH2:19][N:18]([CH:15]2[CH2:14][CH2:13][N:12]([C:5]3[CH:6]=[CH:7][C:8]([N+:9]([O-:11])=[O:10])=[C:3]([O:2][CH3:1])[CH:4]=3)[CH2:17][CH2:16]2)[CH2:23][CH2:22]1. The yield is 0.690. (2) The reactants are [N+:1]([C:4]1[CH:5]=[C:6]([NH2:10])[CH:7]=[CH:8][CH:9]=1)([O-:3])=[O:2].[N:11]([O-])=O.[Na+].[Cl:15][Sn]Cl.O. The catalyst is O.Cl. The product is [ClH:15].[N+:1]([C:4]1[CH:5]=[C:6]([NH:10][NH2:11])[CH:7]=[CH:8][CH:9]=1)([O-:3])=[O:2]. The yield is 0.730. (3) The reactants are [CH2:1]([N:3]([CH:28]1[CH2:33][CH2:32][O:31][CH2:30][CH2:29]1)[C:4]1[C:19]2[CH2:18][CH:17]=[CH:16][CH2:15][CH:14]([CH3:20])[C:13]3[CH:21]=[C:22]([CH3:26])[NH:23][C:24](=[O:25])[C:12]=3[CH2:11][NH:10][C:9](=[O:27])[C:8]=2[CH:7]=[CH:6][CH:5]=1)[CH3:2]. The catalyst is CO.[Pd]. The product is [CH2:1]([N:3]([CH:28]1[CH2:33][CH2:32][O:31][CH2:30][CH2:29]1)[C:4]1[C:19]2[CH2:18][CH2:17][CH2:16][CH2:15][CH:14]([CH3:20])[C:13]3[CH:21]=[C:22]([CH3:26])[NH:23][C:24](=[O:25])[C:12]=3[CH2:11][NH:10][C:9](=[O:27])[C:8]=2[CH:7]=[CH:6][CH:5]=1)[CH3:2]. The yield is 1.00. (4) The reactants are O.[OH-].[Li+].[F:4][C:5]([F:41])([F:40])[CH2:6][CH2:7][CH2:8][C@@H:9]([C:36]([O:38]C)=[O:37])[NH:10][C:11]([C:13]1[C:22]([NH:23][C:24]([NH:26][C:27]2[C:32]([CH3:33])=[CH:31][C:30]([CH3:34])=[CH:29][C:28]=2[CH3:35])=[O:25])=[CH:21][C:20]2[C:15](=[CH:16][CH:17]=[CH:18][CH:19]=2)[CH:14]=1)=[O:12].O.Cl. The catalyst is O1CCOCC1. The product is [F:4][C:5]([F:40])([F:41])[CH2:6][CH2:7][CH2:8][C@@H:9]([C:36]([OH:38])=[O:37])[NH:10][C:11]([C:13]1[C:22]([NH:23][C:24]([NH:26][C:27]2[C:28]([CH3:35])=[CH:29][C:30]([CH3:34])=[CH:31][C:32]=2[CH3:33])=[O:25])=[CH:21][C:20]2[C:15](=[CH:16][CH:17]=[CH:18][CH:19]=2)[CH:14]=1)=[O:12]. The yield is 0.660. (5) The reactants are [Cl:1][C:2]1[N:7]=[C:6](Cl)[CH:5]=[CH:4][N:3]=1.[CH3:9][C:10]1[C:17](B2OC(C)(C)C(C)(C)O2)=[CH:16][CH:15]=[CH:14][C:11]=1[CH:12]=[O:13]. No catalyst specified. The product is [Cl:1][C:2]1[N:7]=[C:6]([C:17]2[C:10]([CH3:9])=[C:11]([CH:14]=[CH:15][CH:16]=2)[CH:12]=[O:13])[CH:5]=[CH:4][N:3]=1. The yield is 0.500.